Dataset: NCI-60 drug combinations with 297,098 pairs across 59 cell lines. Task: Regression. Given two drug SMILES strings and cell line genomic features, predict the synergy score measuring deviation from expected non-interaction effect. (1) Drug 1: C1=NC2=C(N1)C(=S)N=C(N2)N. Drug 2: CC1=C2C(C(=O)C3(C(CC4C(C3C(C(C2(C)C)(CC1OC(=O)C(C(C5=CC=CC=C5)NC(=O)C6=CC=CC=C6)O)O)OC(=O)C7=CC=CC=C7)(CO4)OC(=O)C)O)C)OC(=O)C. Cell line: HCT-15. Synergy scores: CSS=35.6, Synergy_ZIP=-2.64, Synergy_Bliss=-4.36, Synergy_Loewe=-6.75, Synergy_HSA=-3.97. (2) Drug 1: CC12CCC3C(C1CCC2O)C(CC4=C3C=CC(=C4)O)CCCCCCCCCS(=O)CCCC(C(F)(F)F)(F)F. Cell line: HCT116. Drug 2: CC1=C(C(=O)C2=C(C1=O)N3CC4C(C3(C2COC(=O)N)OC)N4)N. Synergy scores: CSS=27.6, Synergy_ZIP=-0.325, Synergy_Bliss=0.00317, Synergy_Loewe=-30.7, Synergy_HSA=-3.41. (3) Cell line: HOP-92. Drug 2: C1C(C(OC1N2C=NC3=C(N=C(N=C32)Cl)N)CO)O. Synergy scores: CSS=52.2, Synergy_ZIP=-5.90, Synergy_Bliss=-1.66, Synergy_Loewe=-0.205, Synergy_HSA=2.60. Drug 1: COC1=CC(=CC(=C1O)OC)C2C3C(COC3=O)C(C4=CC5=C(C=C24)OCO5)OC6C(C(C7C(O6)COC(O7)C8=CC=CS8)O)O. (4) Drug 1: C1=NNC2=C1C(=O)NC=N2. Drug 2: CCN(CC)CCCC(C)NC1=C2C=C(C=CC2=NC3=C1C=CC(=C3)Cl)OC. Cell line: HOP-92. Synergy scores: CSS=29.6, Synergy_ZIP=-9.81, Synergy_Bliss=-5.47, Synergy_Loewe=-25.5, Synergy_HSA=-5.87.